This data is from Forward reaction prediction with 1.9M reactions from USPTO patents (1976-2016). The task is: Predict the product of the given reaction. (1) Given the reactants [NH2:1][CH2:2][C:3]([CH:5]([CH2:9][CH2:10][CH2:11][C@H:12]1[C@@H:20]2[C@@H:15]([NH:16][C:17]([NH:19]2)=[O:18])[CH2:14][S:13]1)[C:6](=[O:8])[OH:7])=[O:4].OC(CCCC[C@H]1[C@@H]2[C@@H](NC(N2)=O)CS1)=O.Cl.[C:38](OC(=O)CN)([CH3:41])([CH3:40])[CH3:39].CN1CCOCC1.ON1C2C=CC=CC=2N=N1.Cl.CN(C)CCCN=C=NCC, predict the reaction product. The product is: [NH2:1][C@H:2]([C:3]([CH:5]([CH2:9][CH2:10][CH2:11][C@H:12]1[C@@H:20]2[C@@H:15]([NH:16][C:17]([NH:19]2)=[O:18])[CH2:14][S:13]1)[C:6](=[O:7])[OH:8])=[O:4])[C:38]([CH3:41])([CH3:40])[CH3:39]. (2) Given the reactants Cl[CH2:2][CH2:3][C:4]1[CH:5]=[C:6]2[C:10](=[CH:11][CH:12]=1)[NH:9][C:8](=[O:13])[CH2:7]2.Cl.[C:15]1([N:25]2[CH2:30][CH2:29][NH:28][CH2:27][CH2:26]2)[C:24]2[C:19](=[CH:20][CH:21]=[CH:22][CH:23]=2)[CH:18]=[CH:17][CH:16]=1.C(=O)([O-])[O-].[Na+].[Na+].[I-].[Na+].Cl, predict the reaction product. The product is: [C:15]1([N:25]2[CH2:30][CH2:29][N:28]([CH2:2][CH2:3][C:4]3[CH:5]=[C:6]4[C:10](=[CH:11][CH:12]=3)[NH:9][C:8](=[O:13])[CH2:7]4)[CH2:27][CH2:26]2)[C:24]2[C:19](=[CH:20][CH:21]=[CH:22][CH:23]=2)[CH:18]=[CH:17][CH:16]=1. (3) Given the reactants Br[C:2]1[C:3]([F:17])=[CH:4][C:5]2[S:9][C:8]([NH:10][C:11]([NH:13][CH2:14][CH3:15])=[O:12])=[N:7][C:6]=2[CH:16]=1.CC1(C)C(C)(C)OB([C:26]2[CH:27]=[CH:28][C:29]([C:32]#[N:33])=[N:30][CH:31]=2)O1.[O-]P([O-])([O-])=O.[K+].[K+].[K+], predict the reaction product. The product is: [C:32]([C:29]1[N:30]=[CH:31][C:26]([C:2]2[C:3]([F:17])=[CH:4][C:5]3[S:9][C:8]([NH:10][C:11]([NH:13][CH2:14][CH3:15])=[O:12])=[N:7][C:6]=3[CH:16]=2)=[CH:27][CH:28]=1)#[N:33]. (4) Given the reactants [CH2:1]([O:8][C:9]([N:11]1[CH2:16][C@H:15]([CH3:17])[C:14](=[O:18])[C@H:13]([NH:19][C:20]([O:22][C:23]([CH3:26])([CH3:25])[CH3:24])=[O:21])[CH2:12]1)=[O:10])[C:2]1[CH:7]=[CH:6][CH:5]=[CH:4][CH:3]=1.[CH3:27][Mg]Br.CCOCC, predict the reaction product. The product is: [CH2:1]([O:8][C:9]([N:11]1[CH2:16][C@H:15]([CH3:17])[C:14]([OH:18])([CH3:27])[C@H:13]([NH:19][C:20]([O:22][C:23]([CH3:25])([CH3:24])[CH3:26])=[O:21])[CH2:12]1)=[O:10])[C:2]1[CH:3]=[CH:4][CH:5]=[CH:6][CH:7]=1. (5) Given the reactants [C:1]([NH:5][C:6]1[CH:11]=[CH:10][C:9]([NH:12]C(=O)OC(C)(C)C)=[CH:8][CH:7]=1)(=[O:4])[CH:2]=[CH2:3].C(O)(C(F)(F)F)=O, predict the reaction product. The product is: [NH2:12][C:9]1[CH:8]=[CH:7][C:6]([NH:5][C:1](=[O:4])[CH:2]=[CH2:3])=[CH:11][CH:10]=1. (6) Given the reactants [I:1][C:2]1[C:3](N)=[N:4][CH:5]=[CH:6][C:7]=1[O:8][CH3:9].[H+].[B-](F)(F)(F)[F:13].N([O-])=O.[Na+].C([O-])([O-])=O.[Na+].[Na+], predict the reaction product. The product is: [F:13][C:3]1[C:2]([I:1])=[C:7]([O:8][CH3:9])[CH:6]=[CH:5][N:4]=1. (7) The product is: [C:29]1([C:23]2[CH:24]=[CH:25][CH:26]=[CH:27][CH:28]=2)[CH:36]=[CH:35][CH:34]=[CH:33][C:30]=1[CH2:31][N:20]1[CH2:21][CH2:22][C@H:18]([NH:17][C:15]([NH:14][C:12]2[C:11]3[C:6](=[CH:7][CH:8]=[CH:9][CH:10]=3)[N:5]=[C:4]([CH3:3])[CH:13]=2)=[O:16])[CH2:19]1. Given the reactants Cl.Cl.[CH3:3][C:4]1[CH:13]=[C:12]([NH:14][C:15]([NH:17][CH:18]2[CH2:22][CH2:21][NH:20][CH2:19]2)=[O:16])[C:11]2[C:6](=[CH:7][CH:8]=[CH:9][CH:10]=2)[N:5]=1.[C:23]1([C:29]2[CH:36]=[CH:35][CH:34]=[CH:33][C:30]=2[CH2:31]Br)[CH:28]=[CH:27][CH:26]=[CH:25][CH:24]=1, predict the reaction product.